From a dataset of Forward reaction prediction with 1.9M reactions from USPTO patents (1976-2016). Predict the product of the given reaction. (1) Given the reactants N(C(OCC)=O)=NC(OCC)=O.[CH3:13][C:14]1[NH:15][C:16]2[C:21]([C:22]=1[CH3:23])=[CH:20][C:19]([NH:24][C:25]1[C:34]3[C:29](=[CH:30][C:31]([OH:37])=[C:32]([O:35][CH3:36])[CH:33]=3)[N:28]=[CH:27][N:26]=1)=[CH:18][CH:17]=2.C1(P(C2C=CC=CC=2)C2C=CC=CC=2)C=CC=CC=1.[N:57]1([CH2:62]/[CH:63]=[CH:64]/[CH2:65]O)[CH2:61][CH2:60][CH2:59][CH2:58]1, predict the reaction product. The product is: [CH3:13][C:14]1[NH:15][C:16]2[C:21]([C:22]=1[CH3:23])=[CH:20][C:19]([NH:24][C:25]1[C:34]3[C:29](=[CH:30][C:31]([O:37][CH2:65]/[CH:64]=[CH:63]/[CH2:62][N:57]4[CH2:61][CH2:60][CH2:59][CH2:58]4)=[C:32]([O:35][CH3:36])[CH:33]=3)[N:28]=[CH:27][N:26]=1)=[CH:18][CH:17]=2. (2) Given the reactants [NH2:1][C:2]1[C:10]([OH:11])=[CH:9][C:8]([Br:12])=[CH:7][C:3]=1[C:4]([OH:6])=[O:5].N1C=CC=CC=1.[C:19](Cl)(=[O:24])[C:20]([CH3:23])([CH3:22])[CH3:21].Cl, predict the reaction product. The product is: [Br:12][C:8]1[CH:9]=[C:10]([OH:11])[C:2]([NH:1][C:19](=[O:24])[C:20]([CH3:23])([CH3:22])[CH3:21])=[C:3]([CH:7]=1)[C:4]([OH:6])=[O:5]. (3) Given the reactants [OH:1][C:2]1[CH:3]=[CH:4][C:5]2[N:6]([N:13]=[CH:14][CH:15]=2)[C:7]=1C(OCC)=O.[OH-].[Na+].Cl.C(=O)(O)[O-].[Na+], predict the reaction product. The product is: [N:13]1[N:6]2[CH:7]=[C:2]([OH:1])[CH:3]=[CH:4][C:5]2=[CH:15][CH:14]=1. (4) The product is: [OH:10][CH2:9][CH2:8][CH2:7][N:1]1[CH2:6][CH2:5][N:4]([C:16]([O:15][C:12]([CH3:14])([CH3:13])[CH3:11])=[O:17])[CH2:3][CH2:2]1. Given the reactants [N:1]1([CH2:7][CH2:8][CH2:9][OH:10])[CH2:6][CH2:5][NH:4][CH2:3][CH2:2]1.[CH3:11][C:12]([O:15][C:16](O[C:16]([O:15][C:12]([CH3:14])([CH3:13])[CH3:11])=[O:17])=[O:17])([CH3:14])[CH3:13].CCN(C(C)C)C(C)C, predict the reaction product. (5) Given the reactants [CH3:1][N:2]1[C:6](=[O:7])[O:5][N:4]=[C:3]1[CH2:8][CH2:9][C:10]1[CH:15]=[CH:14][CH:13]=[CH:12][CH:11]=1.CCCCCCCCCCCCOS([O-])(=O)=O.[Na+:33].[ClH:34], predict the reaction product. The product is: [CH3:1][N:2]1[C:6](=[O:7])[O:5][N:4]=[C:3]1[CH2:8][CH2:9][C:10]1[CH:15]=[CH:14][CH:13]=[CH:12][CH:11]=1.[Na+:33].[Cl-:34]. (6) Given the reactants [NH2:1][C:2](=[N:12][OH:13])[CH2:3][P:4](=[O:11])([O:8][CH2:9][CH3:10])[O:5][CH2:6][CH3:7].CCN(C(C)C)C(C)C.[Cl:23][C:24]1[CH:25]=[C:26]([CH:30]=[CH:31][CH:32]=1)[C:27](Cl)=[O:28], predict the reaction product. The product is: [NH2:1][C:2](=[N:12][O:13][C:27](=[O:28])[C:26]1[CH:30]=[CH:31][CH:32]=[C:24]([Cl:23])[CH:25]=1)[CH2:3][P:4](=[O:11])([O:8][CH2:9][CH3:10])[O:5][CH2:6][CH3:7].